Dataset: Forward reaction prediction with 1.9M reactions from USPTO patents (1976-2016). Task: Predict the product of the given reaction. (1) Given the reactants [Cl:1][C:2]1[CH:35]=[CH:34][C:5]([CH2:6][N:7]2[C:12](=[N:13][C:14]3[CH:19]=[CH:18][C:17]([O:20][CH:21]([CH3:23])[CH3:22])=[C:16]([CH3:24])[CH:15]=3)[NH:11][C:10](=[O:25])[N:9]([CH2:26][C@@H:27]([C:29]([O:31][CH3:32])=[O:30])[OH:28])[C:8]2=[O:33])=[CH:4][CH:3]=1.CC(OI1(OC(C)=O)(OC(C)=O)OC(=O)C2C=CC=CC1=2)=O.S([O-])(O)(=O)=O.[Na+].C(=O)(O)[O-].[Na+], predict the reaction product. The product is: [Cl:1][C:2]1[CH:3]=[CH:4][C:5]([CH2:6][N:7]2[C:12](=[N:13][C:14]3[CH:19]=[CH:18][C:17]([O:20][CH:21]([CH3:23])[CH3:22])=[C:16]([CH3:24])[CH:15]=3)[NH:11][C:10](=[O:25])[N:9]([CH2:26][C:27]([C:29]([O:31][CH3:32])=[O:30])=[O:28])[C:8]2=[O:33])=[CH:34][CH:35]=1. (2) Given the reactants [CH3:1][O:2][C:3](=[O:23])[CH2:4][CH2:5][N:6]1[CH2:11][CH2:10][N:9]([C:12]([O:14][C:15]([CH3:18])([CH3:17])[CH3:16])=[O:13])[CH2:8][CH:7]1[C:19]([O:21]C)=O.CC(C)([O-])C.[K+], predict the reaction product. The product is: [O:21]=[C:19]1[CH:7]2[CH2:8][N:9]([C:12]([O:14][C:15]([CH3:16])([CH3:17])[CH3:18])=[O:13])[CH2:10][CH2:11][N:6]2[CH2:5][CH:4]1[C:3]([O:2][CH3:1])=[O:23]. (3) Given the reactants [C:1]([C:4]1[CH:5]=[C:6]([N:11]2[C:16](=[O:17])[NH:15][C:14](=[O:18])[C:13](C(O)=O)=[N:12]2)[CH:7]=[CH:8][C:9]=1[Cl:10])([OH:3])=[O:2], predict the reaction product. The product is: [Cl:10][C:9]1[CH:8]=[CH:7][C:6]([N:11]2[C:16](=[O:17])[NH:15][C:14](=[O:18])[CH:13]=[N:12]2)=[CH:5][C:4]=1[C:1]([OH:3])=[O:2]. (4) Given the reactants [NH2:1][C:2]1[CH:3]=[CH:4][C:5]([O:8][CH3:9])=[N:6][CH:7]=1.Cl[C:11]1[N:29]=[C:14]2[C:15]([NH:19][CH2:20][C:21]3[CH:26]=[CH:25][CH:24]=[CH:23][C:22]=3[O:27][CH3:28])=[CH:16][CH:17]=[CH:18][N:13]2[N:12]=1, predict the reaction product. The product is: [CH3:28][O:27][C:22]1[CH:23]=[CH:24][CH:25]=[CH:26][C:21]=1[CH2:20][NH:19][C:15]1[C:14]2[N:13]([N:12]=[C:11]([NH:1][C:2]3[CH:7]=[N:6][C:5]([O:8][CH3:9])=[CH:4][CH:3]=3)[N:29]=2)[CH:18]=[CH:17][CH:16]=1. (5) Given the reactants [Cl:1][C:2]1[CH:7]=[C:6]([Cl:8])[CH:5]=[CH:4][C:3]=1[C:9]1[N:10]([C:18]2[CH:23]=[CH:22][C:21]([O:24][CH2:25][CH2:26][C:27]([F:30])([F:29])[F:28])=[CH:20][CH:19]=2)[C:11](C)=[C:12](C(O)=O)[N:13]=1.[C:31](Cl)(=O)[C:32]([Cl:34])=[O:33].CN(C=O)C, predict the reaction product. The product is: [Cl:1][C:2]1[CH:7]=[C:6]([Cl:8])[CH:5]=[CH:4][C:3]=1[C:9]1[N:10]([C:18]2[CH:23]=[CH:22][C:21]([O:24][CH2:25][CH2:26][C:27]([F:30])([F:28])[F:29])=[CH:20][CH:19]=2)[C:11]([CH3:12])=[C:31]([C:32]([Cl:34])=[O:33])[N:13]=1.